This data is from Reaction yield outcomes from USPTO patents with 853,638 reactions. The task is: Predict the reaction yield, written as a fraction of the theoretical maximum amount of product (1.0 means a 100% yield; for example, 0.34 means a 34% yield). (1) The reactants are [Cl:1][CH2:2][CH2:3][O:4][CH2:5][C:6]1([C:12](=[NH:15])[NH:13][OH:14])[CH2:11][CH2:10][O:9][CH2:8][CH2:7]1.[C:16]([C:23]([O:25][CH2:26][CH3:27])=[O:24])#[C:17][C:18]([O:20][CH2:21][CH3:22])=[O:19]. No catalyst specified. The product is [Cl:1][CH2:2][CH2:3][O:4][CH2:5][C:6]1([C:12](=[NH:15])[NH:13][O:14][C:16](=[CH:17][C:18]([O:20][CH2:21][CH3:22])=[O:19])[C:23]([O:25][CH2:26][CH3:27])=[O:24])[CH2:7][CH2:8][O:9][CH2:10][CH2:11]1. The yield is 0.840. (2) The yield is 0.600. The reactants are Br[C:2]1[CH:3]=[C:4]2[C:24]([C:25]([CH3:28])([CH3:27])[CH:26]=1)=[C:7]1[CH:8]=[C:9]3[C:22](=[CH:23][C:6]1=[CH:5]2)[C:21]1[C:16](=[CH:17][CH:18]=[CH:19][CH:20]=1)[C:15]1[C:10]3=[CH:11][CH:12]=[CH:13][CH:14]=1.[C:29]1([C:61]2[CH:66]=[CH:65][CH:64]=[CH:63][CH:62]=2)[CH:34]=[CH:33][C:32]([NH:35][C:36]2[CH:48]=[CH:47][C:46]3[C:45]4[C:40](=[CH:41][CH:42]=[CH:43][CH:44]=4)[C:39]4([C:60]5[CH:59]=[CH:58][CH:57]=[CH:56][C:55]=5[C:54]5[C:49]4=[CH:50][CH:51]=[CH:52][CH:53]=5)[C:38]=3[CH:37]=2)=[CH:31][CH:30]=1.CC(C)([O-])C.[Na+]. The product is [CH:37]1[C:38]2[C:39]3([C:60]4[CH:59]=[CH:58][CH:57]=[CH:56][C:55]=4[C:54]4[C:49]3=[CH:50][CH:51]=[CH:52][CH:53]=4)[C:40]3[C:45](=[CH:44][CH:43]=[CH:42][CH:41]=3)[C:46]=2[CH:47]=[CH:48][C:36]=1[N:35]([C:32]1[CH:31]=[CH:30][C:29]([C:61]2[CH:62]=[CH:63][CH:64]=[CH:65][CH:66]=2)=[CH:34][CH:33]=1)[C:2]1[CH:3]=[C:4]2[C:24]([C:25]([CH3:28])([CH3:27])[CH:26]=1)=[C:7]1[CH:8]=[C:9]3[C:22](=[CH:23][C:6]1=[CH:5]2)[C:21]1[C:16](=[CH:17][CH:18]=[CH:19][CH:20]=1)[C:15]1[C:10]3=[CH:11][CH:12]=[CH:13][CH:14]=1. The catalyst is C([O-])(=O)C.[Pd+2].C([O-])(=O)C.C1(P(C2CCCCC2)C2C=CC=CC=2C2C=CC=CC=2)CCCCC1.C1(C)C=CC=CC=1.